Dataset: Forward reaction prediction with 1.9M reactions from USPTO patents (1976-2016). Task: Predict the product of the given reaction. (1) Given the reactants ClC1C=CC(OCC(N2C[C@H](C)N(CC3C=CC(F)=CC=3)C[C@H]2C)=O)=C(CCl)C=1.C(OP(OCC)OCC)C.C([O:42][P:43]([CH2:48][C:49]1[CH:54]=[C:53]([Cl:55])[CH:52]=[CH:51][C:50]=1[O:56][CH2:57][C:58]([N:60]1[CH2:65][C@H:64]([CH3:66])[N:63]([CH2:67][C:68]2[CH:73]=[CH:72][C:71]([F:74])=[CH:70][CH:69]=2)[CH2:62][C@H:61]1[CH3:75])=[O:59])(=[O:47])[O:44]CC)C.C1(OC)C=CC=CC=1.C[Si](Br)(C)C, predict the reaction product. The product is: [Cl:55][C:53]1[CH:52]=[CH:51][C:50]([O:56][CH2:57][C:58]([N:60]2[CH2:65][C@H:64]([CH3:66])[N:63]([CH2:67][C:68]3[CH:69]=[CH:70][C:71]([F:74])=[CH:72][CH:73]=3)[CH2:62][C@H:61]2[CH3:75])=[O:59])=[C:49]([CH:54]=1)[CH2:48][P:43](=[O:42])([OH:47])[OH:44]. (2) Given the reactants [Cl:1][C:2]1[CH:10]=[CH:9][CH:8]=[CH:7][C:3]=1[C:4]([OH:6])=O.[N:11]1[CH:16]=[CH:15][C:14]([CH:17]([C:20]2[CH:21]=[CH:22][C:23]([C:26]([F:29])([F:28])[F:27])=[N:24][CH:25]=2)[CH2:18][NH2:19])=[CH:13][CH:12]=1, predict the reaction product. The product is: [Cl:1][C:2]1[CH:10]=[CH:9][CH:8]=[CH:7][C:3]=1[C:4]([NH:19][CH2:18][CH:17]([C:14]1[CH:13]=[CH:12][N:11]=[CH:16][CH:15]=1)[C:20]1[CH:21]=[CH:22][C:23]([C:26]([F:29])([F:27])[F:28])=[N:24][CH:25]=1)=[O:6]. (3) The product is: [CH:11]([C:10]1[CH:9]=[C:8]([CH:15]=[CH:14][CH:13]=1)[O:7][CH:6]([CH2:5][CH2:4][OH:3])[C:2]([O:17][CH3:16])=[O:1])=[O:12]. Given the reactants [O:1]=[C:2]1[CH:6]([O:7][C:8]2[CH:9]=[C:10]([CH:13]=[CH:14][CH:15]=2)[CH:11]=[O:12])[CH2:5][CH2:4][O:3]1.[CH3:16][OH:17], predict the reaction product. (4) Given the reactants [CH2:1]([O:4][C:5](=[O:38])[C@@H:6]([NH:25][C:26](=[O:37])[C:27]1[C:32]([F:33])=[CH:31][C:30]([C:34]#[N:35])=[CH:29][C:28]=1[F:36])[CH2:7][C:8]1[CH:13]=[CH:12][C:11]([C:14]2[C:15](=[O:24])[N:16]([CH3:23])[C:17](=[O:22])[N:18]([CH3:21])[C:19]=2[CH3:20])=[CH:10][CH:9]=1)[CH2:2][CH3:3], predict the reaction product. The product is: [CH2:1]([O:4][C:5](=[O:38])[C@@H:6]([NH:25][C:26](=[O:37])[C:27]1[C:28]([F:36])=[CH:29][C:30]([CH2:34][NH:35][CH2:34][C:30]2[CH:29]=[C:28]([F:36])[C:27]([C:26](=[O:37])[NH:25][C@H:6]([C:5]([O:4][CH2:1][CH2:2][CH3:3])=[O:38])[CH2:7][C:8]3[CH:9]=[CH:10][C:11]([C:14]4[C:15](=[O:24])[N:16]([CH3:23])[C:17](=[O:22])[N:18]([CH3:21])[C:19]=4[CH3:20])=[CH:12][CH:13]=3)=[C:32]([F:33])[CH:31]=2)=[CH:31][C:32]=1[F:33])[CH2:7][C:8]1[CH:9]=[CH:10][C:11]([C:14]2[C:15](=[O:24])[N:16]([CH3:23])[C:17](=[O:22])[N:18]([CH3:21])[C:19]=2[CH3:20])=[CH:12][CH:13]=1)[CH2:2][CH3:3]. (5) Given the reactants [N:1]12[CH2:8][CH2:7][C:4]([C:9]([C:17]3[CH:22]=[CH:21][CH:20]=[CH:19][CH:18]=3)([C:11]3[CH:16]=[CH:15][CH:14]=[CH:13][CH:12]=3)[OH:10])([CH2:5][CH2:6]1)[CH2:3][CH2:2]2.[CH3:23][O:24][CH2:25][CH2:26][Br:27], predict the reaction product. The product is: [Br-:27].[OH:10][C:9]([C:17]1[CH:22]=[CH:21][CH:20]=[CH:19][CH:18]=1)([C:11]1[CH:12]=[CH:13][CH:14]=[CH:15][CH:16]=1)[C:4]12[CH2:5][CH2:6][N+:1]([CH2:26][CH2:25][O:24][CH3:23])([CH2:2][CH2:3]1)[CH2:8][CH2:7]2. (6) Given the reactants [NH2:1][C@H:2]1[C@@H:7]([NH:8][C:9]([C:11]2[NH:12][C:13]([CH2:17][CH3:18])=[C:14]([Cl:16])[N:15]=2)=[O:10])[CH2:6][CH2:5][N:4]([C:19]2[S:20][C:21]3[C:27]([C:28]([O:30][CH2:31][CH3:32])=[O:29])=[CH:26][CH:25]=[CH:24][C:22]=3[N:23]=2)[CH2:3]1.[O:33]1[CH2:38][CH2:37][C:36](=O)[CH2:35][CH2:34]1.C(O[BH-](OC(=O)C)OC(=O)C)(=O)C.[Na+], predict the reaction product. The product is: [Cl:16][C:14]1[N:15]=[C:11]([C:9]([NH:8][C@H:7]2[CH2:6][CH2:5][N:4]([C:19]3[S:20][C:21]4[C:27]([C:28]([O:30][CH2:31][CH3:32])=[O:29])=[CH:26][CH:25]=[CH:24][C:22]=4[N:23]=3)[CH2:3][C@H:2]2[NH:1][CH:36]2[CH2:37][CH2:38][O:33][CH2:34][CH2:35]2)=[O:10])[NH:12][C:13]=1[CH2:17][CH3:18].